This data is from Full USPTO retrosynthesis dataset with 1.9M reactions from patents (1976-2016). The task is: Predict the reactants needed to synthesize the given product. (1) The reactants are: C[O:2][C:3]1[CH:8]=[CH:7][C:6]([C:9]2[O:10][C:11]([C:14]3[CH:19]=[CH:18][C:17]([O:20]C)=[CH:16][CH:15]=3)=[CH:12][N:13]=2)=[CH:5][CH:4]=1.Cl.[NH+]1C=CC=CC=1.O. Given the product [O:10]1[C:11]([C:14]2[CH:15]=[CH:16][C:17]([OH:20])=[CH:18][CH:19]=2)=[CH:12][N:13]=[C:9]1[C:6]1[CH:7]=[CH:8][C:3]([OH:2])=[CH:4][CH:5]=1, predict the reactants needed to synthesize it. (2) Given the product [Br:1][C:2]1[CH:7]=[CH:6][C:5]([C:8]2[O:12][N:11]=[C:10]([CH3:13])[C:9]=2[CH:14]([NH:15][S:16]([CH3:19])(=[O:18])=[O:17])[CH2:28][CH2:27][CH2:26][C:20]2[CH:25]=[CH:24][CH:23]=[CH:22][CH:21]=2)=[CH:4][CH:3]=1, predict the reactants needed to synthesize it. The reactants are: [Br:1][C:2]1[CH:7]=[CH:6][C:5]([C:8]2[O:12][N:11]=[C:10]([CH3:13])[C:9]=2/[CH:14]=[N:15]/[S:16]([CH3:19])(=[O:18])=[O:17])=[CH:4][CH:3]=1.[C:20]1([CH2:26][CH2:27][CH2:28][Mg]Br)[CH:25]=[CH:24][CH:23]=[CH:22][CH:21]=1. (3) Given the product [CH:1]1([CH2:4][O:5][C:6]2[N:11]=[C:10]([C:12]([NH:21][C:22]3([CH2:26][C:27]([O:29][CH3:30])=[O:28])[CH2:25][CH2:24][CH2:23]3)=[O:14])[CH:9]=[CH:8][C:7]=2[N:15]2[CH2:18][C:17]([F:20])([F:19])[CH2:16]2)[CH2:2][CH2:3]1, predict the reactants needed to synthesize it. The reactants are: [CH:1]1([CH2:4][O:5][C:6]2[N:11]=[C:10]([C:12]([OH:14])=O)[CH:9]=[CH:8][C:7]=2[N:15]2[CH2:18][C:17]([F:20])([F:19])[CH2:16]2)[CH2:3][CH2:2]1.[NH2:21][C:22]1([CH2:26][C:27]([O:29][CH3:30])=[O:28])[CH2:25][CH2:24][CH2:23]1.CN(C(ON1N=NC2C=CC=CC1=2)=[N+](C)C)C.[B-](F)(F)(F)F.CCN(C(C)C)C(C)C. (4) Given the product [CH3:25][O:24][C:22](=[O:23])[C:21]1[CH:26]=[CH:27][C:18]([O:14][CH2:13][C:3]2[C:4]([C:7]3[CH:12]=[CH:11][CH:10]=[CH:9][CH:8]=3)=[N:5][O:6][C:2]=2[CH3:1])=[N:19][CH:20]=1, predict the reactants needed to synthesize it. The reactants are: [CH3:1][C:2]1[O:6][N:5]=[C:4]([C:7]2[CH:12]=[CH:11][CH:10]=[CH:9][CH:8]=2)[C:3]=1[CH2:13][OH:14].[H-].[Na+].Cl[C:18]1[CH:27]=[CH:26][C:21]([C:22]([O:24][CH3:25])=[O:23])=[CH:20][N:19]=1. (5) Given the product [CH2:1]([N:3]([C:10]1[CH:11]=[CH:12][CH:13]=[CH:14][CH:15]=1)[CH2:4][C:5](=[O:9])[CH2:6][O:7][CH3:8])[CH3:2], predict the reactants needed to synthesize it. The reactants are: [CH2:1]([N:3]([C:10]1[CH:15]=[CH:14][CH:13]=[CH:12][CH:11]=1)[CH2:4][CH:5]([OH:9])[CH2:6][O:7][CH3:8])[CH3:2].C[N+]1([O-])CCOCC1. (6) Given the product [CH3:1][O:2][C:3]1[CH:4]=[C:5]([C:9]2[CH:14]=[CH:13][N:12]=[C:11]3[NH:15][C:24]([C:23]4[CH:27]=[CH:28][C:20]([C:19]([O:18][CH3:17])=[O:29])=[CH:21][CH:22]=4)=[N:16][C:10]=23)[CH:6]=[CH:7][CH:8]=1, predict the reactants needed to synthesize it. The reactants are: [CH3:1][O:2][C:3]1[CH:4]=[C:5]([C:9]2[CH:14]=[CH:13][N:12]=[C:11]([NH2:15])[C:10]=2[NH2:16])[CH:6]=[CH:7][CH:8]=1.[CH3:17][O:18][C:19](=[O:29])[C:20]1[CH:28]=[CH:27][C:23]([C:24](O)=O)=[CH:22][CH:21]=1. (7) Given the product [CH3:4][C:2]([O:5][C:6]([N:8]([CH2:10][C:11]1[CH:20]=[CH:19][C:14]([C:15]([O:17][CH3:18])=[O:16])=[C:13]([CH2:21][CH3:22])[CH:12]=1)[CH3:9])=[O:7])([CH3:1])[CH3:3], predict the reactants needed to synthesize it. The reactants are: [CH3:1][C:2]([O:5][C:6]([N:8]([CH2:10][C:11]1[CH:20]=[CH:19][C:14]([C:15]([O:17][CH3:18])=[O:16])=[C:13]([C:21]#[CH:22])[CH:12]=1)[CH3:9])=[O:7])([CH3:4])[CH3:3]. (8) The reactants are: [N+:1](=[CH2:3])=[N-].[CH:4](=[C:11]1[NH:15][C:14](=[O:16])[C:13]([N+:17]([O-:19])=[O:18])=[C:12]1O)[C:5]1[CH:10]=[CH:9][CH:8]=[CH:7][CH:6]=1.CN. Given the product [CH:4](=[C:11]1[NH:15][C:14](=[O:16])[C:13]([N+:17]([O-:19])=[O:18])=[C:12]1[NH:1][CH3:3])[C:5]1[CH:6]=[CH:7][CH:8]=[CH:9][CH:10]=1, predict the reactants needed to synthesize it. (9) Given the product [CH3:22][N:23]([CH3:28])[CH2:24][C:25]([N:17]1[CH2:18][CH2:19][C:13]2[CH:12]=[C:11]([O:10][CH2:9][CH2:8][CH2:7][N:1]3[CH2:2][CH2:3][CH2:4][CH2:5][CH2:6]3)[CH:21]=[CH:20][C:14]=2[CH2:15][CH2:16]1)=[O:26], predict the reactants needed to synthesize it. The reactants are: [N:1]1([CH2:7][CH2:8][CH2:9][O:10][C:11]2[CH:21]=[CH:20][C:14]3[CH2:15][CH2:16][NH:17][CH2:18][CH2:19][C:13]=3[CH:12]=2)[CH2:6][CH2:5][CH2:4][CH2:3][CH2:2]1.[CH3:22][N:23]([CH3:28])[CH2:24][C:25](O)=[O:26]. (10) Given the product [CH:12]([N:9]1[C:10]2[CH:11]=[C:3]([C:1]3[NH:22][N:21]=[N:20][N:2]=3)[CH:4]=[C:5]([C:16]([O:18][CH3:19])=[O:17])[C:6]=2[C:7]([CH3:15])=[CH:8]1)([CH3:14])[CH3:13], predict the reactants needed to synthesize it. The reactants are: [C:1]([C:3]1[CH:4]=[C:5]([C:16]([O:18][CH3:19])=[O:17])[C:6]2[C:7]([CH3:15])=[CH:8][N:9]([CH:12]([CH3:14])[CH3:13])[C:10]=2[CH:11]=1)#[N:2].[N:20]([Si](C)(C)C)=[N+:21]=[N-:22].O.O.O.[F-].C([N+](CCCC)(CCCC)CCCC)CCC.